From a dataset of Reaction yield outcomes from USPTO patents with 853,638 reactions. Predict the reaction yield, written as a fraction of the theoretical maximum amount of product (1.0 means a 100% yield; for example, 0.34 means a 34% yield). (1) The reactants are [N+:1]([C:4]1[CH:9]=[CH:8][C:7]([N:10]2[C:18]3[C:13](=[CH:14][CH:15]=[CH:16][CH:17]=3)[C:12]([C:19]([O:21][CH3:22])=[O:20])=[N:11]2)=[CH:6][CH:5]=1)([O-])=O.CO.CC(O)=O. The catalyst is CCOC(C)=O.[Pd]. The product is [NH2:1][C:4]1[CH:9]=[CH:8][C:7]([N:10]2[C:18]3[C:13](=[CH:14][CH:15]=[CH:16][CH:17]=3)[C:12]([C:19]([O:21][CH3:22])=[O:20])=[N:11]2)=[CH:6][CH:5]=1. The yield is 0.806. (2) The reactants are C(NO)(O[CH2:4][CH:5]1[C:17]2[C:12](=[CH:13][CH:14]=[CH:15][CH:16]=2)[C:11]2[C:6]1=[CH:7][CH:8]=[CH:9][CH:10]=2)=O.CC[N:22]=C=NCCCN(C)C.[CH:31]1[CH:32]=[CH:33][C:34]2N(O)N=N[C:35]=2[CH:36]=1.COC(=O)C(N)(NC(=O)[C:55]1[CH:60]=[CH:59][C:58]([C:61]#[C:62]C#CC2C=CC(N)=CC=2)=[CH:57][CH:56]=1)CC(OC(C)(C)C)=O.CCN(C(C)C)C(C)C.[CH3:84][N:85]([CH:87]=[O:88])C. The catalyst is CCOC(C)=O. The product is [C:5]([CH:4]([NH2:22])[CH2:84][NH:85][C:87](=[O:88])[C:55]1[CH:60]=[CH:59][C:58]([C:61]#[CH:62])=[CH:57][CH:56]=1)([C:6]1[CH:7]=[CH:8][CH:9]=[CH:10][CH:11]=1)([C:17]1[CH:16]=[CH:15][CH:14]=[CH:13][CH:12]=1)[C:35]1[CH:34]=[CH:33][CH:32]=[CH:31][CH:36]=1. The yield is 0.970. (3) The reactants are [N:1]1[C:5]2[CH:6]=[CH:7][CH:8]=[CH:9][C:4]=2[NH:3][C:2]=1[CH2:10][C:11]#[N:12].[C:13]1([CH:19]([C:25]([CH3:27])=O)[C:20](OCC)=[O:21])[CH:18]=[CH:17][CH:16]=[CH:15][CH:14]=1.C([O-])(=O)C.[NH4+]. The catalyst is O. The product is [CH3:27][C:25]1[C:10]([C:11]#[N:12])=[C:2]2[N:3]([C:20](=[O:21])[C:19]=1[C:13]1[CH:18]=[CH:17][CH:16]=[CH:15][CH:14]=1)[C:4]1[CH:9]=[CH:8][CH:7]=[CH:6][C:5]=1[NH:1]2. The yield is 0.850. (4) The reactants are [CH2:1]([C:5]1[CH:10]=[CH:9][C:8]([CH:11]([CH3:15])[C:12]([OH:14])=[O:13])=[CH:7][CH:6]=1)[CH:2]([CH3:4])[CH3:3].O.[C:17]1(C)C=CC(S(O)(=O)=O)=C[CH:18]=1. The catalyst is C1C=CC=CC=1.C(O)C. The product is [CH2:17]([O:13][C:12](=[O:14])[CH:11]([C:8]1[CH:7]=[CH:6][C:5]([CH2:1][CH:2]([CH3:4])[CH3:3])=[CH:10][CH:9]=1)[CH3:15])[CH3:18]. The yield is 0.960. (5) The reactants are Br[C:2]1[CH:10]=[CH:9][C:5]([C:6]([OH:8])=[O:7])=[CH:4][C:3]=1[O:11][CH3:12].[C:13]([O-:16])(O)=O.[Na+].[CH3:18]S(C)=O. The catalyst is C(Cl)Cl. The product is [CH3:18][O:8][C:6](=[O:7])[C:5]1[CH:9]=[CH:10][C:2]([CH:13]=[O:16])=[C:3]([O:11][CH3:12])[CH:4]=1. The yield is 0.790. (6) The reactants are [CH2:1]([O:3][C:4](=[O:26])[C:5]([CH3:25])([CH3:24])[CH2:6][CH2:7][CH2:8][CH2:9][C:10](=[O:23])[CH2:11][CH2:12][CH2:13][CH2:14][C:15]([CH3:22])([CH3:21])[C:16]([O:18][CH2:19][CH3:20])=[O:17])[CH3:2].[BH4-].[Na+].O. The catalyst is CO. The product is [CH2:19]([O:18][C:16](=[O:17])[C:15]([CH3:21])([CH3:22])[CH2:14][CH2:13][CH2:12][CH2:11][CH:10]([OH:23])[CH2:9][CH2:8][CH2:7][CH2:6][C:5]([CH3:25])([CH3:24])[C:4]([O:3][CH2:1][CH3:2])=[O:26])[CH3:20]. The yield is 0.920.